Dataset: Catalyst prediction with 721,799 reactions and 888 catalyst types from USPTO. Task: Predict which catalyst facilitates the given reaction. (1) Reactant: [CH3:1][O:2][CH2:3][O:4][C:5]1[C:12]([CH3:13])=[CH:11][C:8]([CH:9]=O)=[CH:7][C:6]=1[CH3:14].[NH2:15][C:16]1[CH:24]=[C:23]([F:25])[CH:22]=[C:21]([F:26])[C:17]=1[C:18]([NH2:20])=[O:19].S([O-])(O)=O.[Na+].C1(C)C=CC(S(O)(=O)=O)=CC=1. Product: [F:26][C:21]1[CH:22]=[C:23]([F:25])[CH:24]=[C:16]2[C:17]=1[C:18](=[O:19])[NH:20][C:9]([C:8]1[CH:11]=[C:12]([CH3:13])[C:5]([O:4][CH2:3][O:2][CH3:1])=[C:6]([CH3:14])[CH:7]=1)=[N:15]2. The catalyst class is: 80. (2) Reactant: [Na+].[I-].[F:3][C:4]1[CH:14]=[CH:13][CH:12]=[C:11]([C:15]([F:18])([F:17])[F:16])[C:5]=1[CH2:6][NH:7][C:8]([NH2:10])=[O:9].[CH2:19]=[C:20]1O[C:22](=[O:23])[CH2:21]1.C[Si](Cl)(C)C. Product: [F:3][C:4]1[CH:14]=[CH:13][CH:12]=[C:11]([C:15]([F:16])([F:17])[F:18])[C:5]=1[CH2:6][N:7]1[C:20]([CH3:19])=[CH:21][C:22](=[O:23])[NH:10][C:8]1=[O:9]. The catalyst class is: 47. (3) Reactant: [C:1]([O:5][C:6]([NH:8][CH:9]([C:13]1[CH:18]=[CH:17][CH:16]=[C:15]([Cl:19])[C:14]=1[F:20])[C:10](O)=[O:11])=[O:7])([CH3:4])([CH3:3])[CH3:2].C(N(CC)CC)C.ClC(OCC(C)C)=O.[BH4-].[Na+].C(=O)([O-])O.[Na+]. Product: [Cl:19][C:15]1[C:14]([F:20])=[C:13]([CH:9]([NH:8][C:6](=[O:7])[O:5][C:1]([CH3:2])([CH3:3])[CH3:4])[CH2:10][OH:11])[CH:18]=[CH:17][CH:16]=1. The catalyst class is: 20. (4) Reactant: [C:1]([C:3]1[CH:8]=[CH:7][C:6]([NH:9][S:10]([NH:13][C:14]2[CH:19]=[CH:18][CH:17]=[CH:16][CH:15]=2)(=[O:12])=[O:11])=[C:5]([O:20]C)[CH:4]=1)#[N:2].B(Br)(Br)Br. Product: [C:1]([C:3]1[CH:8]=[CH:7][C:6]([NH:9][S:10]([NH:13][C:14]2[CH:19]=[CH:18][CH:17]=[CH:16][CH:15]=2)(=[O:12])=[O:11])=[C:5]([OH:20])[CH:4]=1)#[N:2]. The catalyst class is: 2. (5) Reactant: [Cl:1][C:2]1[N:3]=[C:4](Cl)[C:5]2[CH:10]=[C:9]([CH2:11][CH3:12])[S:8][C:6]=2[N:7]=1.C(N(C(C)C)CC)(C)C.[C:23]1([CH2:29][C:30]([N:32]2[CH2:37][CH2:36][NH:35][CH2:34][CH2:33]2)=[O:31])[CH:28]=[CH:27][CH:26]=[CH:25][CH:24]=1. Product: [Cl:1][C:2]1[N:3]=[C:4]([N:35]2[CH2:36][CH2:37][N:32]([C:30](=[O:31])[CH2:29][C:23]3[CH:24]=[CH:25][CH:26]=[CH:27][CH:28]=3)[CH2:33][CH2:34]2)[C:5]2[CH:10]=[C:9]([CH2:11][CH3:12])[S:8][C:6]=2[N:7]=1. The catalyst class is: 1. (6) Reactant: [N:1]1[CH:6]=[CH:5][CH:4]=[CH:3][C:2]=1[CH2:7][CH2:8][O:9][C:10]1[N:15]=[C:14]([C:16](OC)=[O:17])[CH:13]=[C:12]([N:20]2[CH2:25][CH2:24][O:23][CH2:22][CH2:21]2)[N:11]=1.[BH4-].[Na+].C(O)C. Product: [N:1]1[CH:6]=[CH:5][CH:4]=[CH:3][C:2]=1[CH2:7][CH2:8][O:9][C:10]1[N:15]=[C:14]([CH:16]=[O:17])[CH:13]=[C:12]([N:20]2[CH2:21][CH2:22][O:23][CH2:24][CH2:25]2)[N:11]=1. The catalyst class is: 661. (7) Reactant: B(Br)(Br)Br.[CH3:5][C@@H:6]1[CH2:10][CH2:9][C@@H:8]([CH3:11])[N:7]1[CH:12]1[CH2:20][C:19]2[C:14](=[CH:15][CH:16]=[C:17]([O:21]C)[CH:18]=2)[CH2:13]1. Product: [CH3:5][C@@H:6]1[CH2:10][CH2:9][C@@H:8]([CH3:11])[N:7]1[CH:12]1[CH2:20][C:19]2[C:14](=[CH:15][CH:16]=[C:17]([OH:21])[CH:18]=2)[CH2:13]1. The catalyst class is: 98. (8) Reactant: [Cl:1][C:2]1[CH:12]=[C:11]([Cl:13])[C:10]([NH:14][C:15]2[C:20]([F:21])=[CH:19][C:18]([F:22])=[CH:17][C:16]=2[Cl:23])=[CH:9][C:3]=1[C:4]([O:6]CC)=[O:5].S(=O)(=O)(O)O. Product: [Cl:1][C:2]1[CH:12]=[C:11]([Cl:13])[C:10]([NH:14][C:15]2[C:20]([F:21])=[CH:19][C:18]([F:22])=[CH:17][C:16]=2[Cl:23])=[CH:9][C:3]=1[C:4]([OH:6])=[O:5]. The catalyst class is: 8. (9) Reactant: [Cl:1][C:2]1[C:7]([C:8](Cl)=[O:9])=[C:6]([Cl:11])[N:5]=[C:4]([CH3:12])[N:3]=1.[Br:13][C:14]1[CH:30]=[CH:29][C:17]([NH:18][CH2:19][CH2:20][O:21][Si:22]([C:25]([CH3:28])([CH3:27])[CH3:26])([CH3:24])[CH3:23])=[CH:16][CH:15]=1.C(N(CC)CC)C. Product: [Br:13][C:14]1[CH:30]=[CH:29][C:17]([N:18]([CH2:19][CH2:20][O:21][Si:22]([C:25]([CH3:28])([CH3:27])[CH3:26])([CH3:23])[CH3:24])[C:8]([C:7]2[C:6]([Cl:11])=[N:5][C:4]([CH3:12])=[N:3][C:2]=2[Cl:1])=[O:9])=[CH:16][CH:15]=1. The catalyst class is: 1. (10) Reactant: Cl.[C:2]1([CH3:10])[CH:7]=[CH:6][C:5]([NH:8]N)=[CH:4][CH:3]=1.Br[CH2:12][CH2:13][C:14]([O:16][CH2:17][CH3:18])=[O:15].C(N(CC)CC)C.Cl.[CH3:27][N:28]1[CH2:33][CH2:32][C:31](=O)[CH2:30][CH2:29]1. Product: [CH3:27][N:28]1[CH2:33][CH2:32][C:31]2[N:8]([CH2:12][CH2:13][C:14]([O:16][CH2:17][CH3:18])=[O:15])[C:5]3[CH:4]=[CH:3][C:2]([CH3:10])=[CH:7][C:6]=3[C:30]=2[CH2:29]1. The catalyst class is: 8.